This data is from hERG channel blocking data for cardiac toxicity assessment. The task is: Regression/Classification. Given a drug SMILES string, predict its toxicity properties. Task type varies by dataset: regression for continuous values (e.g., LD50, hERG inhibition percentage) or binary classification for toxic/non-toxic outcomes (e.g., AMES mutagenicity, cardiotoxicity, hepatotoxicity). Dataset: herg. (1) The result is 0 (non-blocker). The drug is O=P([O-])([O-])C(Sc1ccc(Cl)cc1)P(=O)([O-])[O-]. (2) The molecule is COc1cc(C(=O)N=S(=O)([O-])c2ccccc2C)ccc1Cc1cn(C)c2ccc(NC(=O)OC3CCCC3)cc12. The result is 1 (blocker).